Task: Predict which catalyst facilitates the given reaction.. Dataset: Catalyst prediction with 721,799 reactions and 888 catalyst types from USPTO Reactant: C([O:3][C:4]([C:6]1([C:9]2[CH:14]=[CH:13][C:12]([C:15]3[CH:20]=[CH:19][C:18]([C:21]4[S:22][C:23]([Cl:40])=[CH:24][C:25]=4[NH:26][C:27]([O:29][C@@H:30]([C:32]4[CH:37]=[C:36]([F:38])[CH:35]=[CH:34][C:33]=4[F:39])[CH3:31])=[O:28])=[CH:17][CH:16]=3)=[CH:11][CH:10]=2)[CH2:8][CH2:7]1)=[O:5])C.[OH-].[Na+].C(OCC)(=O)C. Product: [Cl:40][C:23]1[S:22][C:21]([C:18]2[CH:19]=[CH:20][C:15]([C:12]3[CH:13]=[CH:14][C:9]([C:6]4([C:4]([OH:5])=[O:3])[CH2:8][CH2:7]4)=[CH:10][CH:11]=3)=[CH:16][CH:17]=2)=[C:25]([NH:26][C:27]([O:29][C@@H:30]([C:32]2[CH:37]=[C:36]([F:38])[CH:35]=[CH:34][C:33]=2[F:39])[CH3:31])=[O:28])[CH:24]=1. The catalyst class is: 32.